This data is from Catalyst prediction with 721,799 reactions and 888 catalyst types from USPTO. The task is: Predict which catalyst facilitates the given reaction. (1) Reactant: C([Li])CCC.[F:6][C:7]([F:20])([F:19])[S:8][C:9]1[CH:14]=[CH:13][C:12]([CH2:15][C:16]([OH:18])=[O:17])=[CH:11][CH:10]=1.I[CH2:22][CH:23]1[CH2:27][CH2:26][CH2:25][CH2:24]1. Product: [CH:23]1([CH2:22][CH:15]([C:12]2[CH:11]=[CH:10][C:9]([S:8][C:7]([F:19])([F:6])[F:20])=[CH:14][CH:13]=2)[C:16]([OH:18])=[O:17])[CH2:27][CH2:26][CH2:25][CH2:24]1. The catalyst class is: 544. (2) Reactant: [CH3:1][NH2:2].[CH3:3][O:4][CH:5]([O:18][CH3:19])[C:6]1[C:15]([CH:16]=O)=[CH:14][C:13]2[CH2:12][CH2:11][CH2:10][NH:9][C:8]=2[N:7]=1.[BH4-].[Na+]. Product: [CH3:3][O:4][CH:5]([O:18][CH3:19])[C:6]1[C:15]([CH2:16][NH:2][CH3:1])=[CH:14][C:13]2[CH2:12][CH2:11][CH2:10][NH:9][C:8]=2[N:7]=1. The catalyst class is: 5. (3) Reactant: [N-:1]=[N+:2]=[N-:3].[Na+].[C:5]([O:9][C:10](=[O:27])[C:11]1[C:16]([NH:17][C:18]2[CH:23]=[CH:22][C:21]([Br:24])=[CH:20][C:19]=2[Cl:25])=[CH:15][C:14](Cl)=[N:13][CH:12]=1)([CH3:8])([CH3:7])[CH3:6]. Product: [C:5]([O:9][C:10](=[O:27])[C:11]1[C:16]([NH:17][C:18]2[CH:23]=[CH:22][C:21]([Br:24])=[CH:20][C:19]=2[Cl:25])=[CH:15][C:14]([N:1]=[N+:2]=[N-:3])=[N:13][CH:12]=1)([CH3:8])([CH3:6])[CH3:7]. The catalyst class is: 31.